Task: Predict the reaction yield, written as a fraction of the theoretical maximum amount of product (1.0 means a 100% yield; for example, 0.34 means a 34% yield).. Dataset: Reaction yield outcomes from USPTO patents with 853,638 reactions (1) The catalyst is C1COCC1. The product is [OH:10][C:11]1([C:2]2[CH:3]=[CH:4][CH:5]=[CH:6][C:1]=2[CH3:9])[CH2:14][N:13]([C:15]([O:17][C:18]([CH3:21])([CH3:20])[CH3:19])=[O:16])[CH2:12]1. The yield is 0.790. The reactants are [C:1]1([CH3:9])[CH:6]=[CH:5][CH:4]=[CH:3][C:2]=1[Mg]Cl.[O:10]=[C:11]1[CH2:14][N:13]([C:15]([O:17][C:18]([CH3:21])([CH3:20])[CH3:19])=[O:16])[CH2:12]1.[Cl-].[NH4+]. (2) The reactants are [NH2:1][C:2]1[N:7]=[C:6]([CH2:8][OH:9])[C:5]([C:10]2[CH:15]=[CH:14][C:13]([NH:16][CH2:17][C:18]3[CH:23]=[CH:22][C:21]([Cl:24])=[CH:20][CH:19]=3)=[CH:12][CH:11]=2)=[C:4]([NH2:25])[N:3]=1.[H-].[Na+].[CH3:28]O. No catalyst specified. The product is [Cl:24][C:21]1[CH:22]=[CH:23][C:18]([CH2:17][NH:16][C:13]2[CH:14]=[CH:15][C:10]([C:5]3[C:4]([NH2:25])=[N:3][C:2]([NH2:1])=[N:7][C:6]=3[CH2:8][O:9][CH3:28])=[CH:11][CH:12]=2)=[CH:19][CH:20]=1. The yield is 0.380. (3) The reactants are [CH2:1]([N:3]1[C:7]([O:8][C:9]2[C:10]([NH:22][C:23]3[S:27][N:26]=[C:25]([C@H:28]4[C:32]([CH3:34])([CH3:33])[O:31]C(C)(C)[O:29]4)[N:24]=3)=[N:11][CH:12]=[C:13]([S:15][C:16]3[CH:21]=[CH:20][CH:19]=[CH:18][N:17]=3)[CH:14]=2)=[CH:6][CH:5]=[N:4]1)[CH3:2].O.Cl. The catalyst is CCO. The product is [CH2:1]([N:3]1[C:7]([O:8][C:9]2[C:10]([NH:22][C:23]3[S:27][N:26]=[C:25]([C@H:28]([OH:29])[C:32]([CH3:34])([OH:31])[CH3:33])[N:24]=3)=[N:11][CH:12]=[C:13]([S:15][C:16]3[CH:21]=[CH:20][CH:19]=[CH:18][N:17]=3)[CH:14]=2)=[CH:6][CH:5]=[N:4]1)[CH3:2]. The yield is 0.929. (4) The reactants are Cl.[C:2]1(N)[C:7]2[CH2:8][CH2:9][CH2:10][C:6]=2[CH:5]=[CH:4][N:3]=1.[OH:12][PH2]=O.N([O-])=O.[Na+].C([O-])(O)=O.[Na+]. The catalyst is O.C(OCC)(=O)C. The product is [C:2]1(=[O:12])[C:7]2[CH2:8][CH2:9][CH2:10][C:6]=2[CH:5]=[CH:4][NH:3]1. The yield is 0.950.